Dataset: Forward reaction prediction with 1.9M reactions from USPTO patents (1976-2016). Task: Predict the product of the given reaction. The product is: [Br:1][C:2]1[CH:7]=[C:6]([C@@H:8]([NH:10][S:11]([C:13]([CH3:14])([CH3:16])[CH3:15])=[O:12])[CH3:9])[CH:5]=[CH:4][N:3]=1. Given the reactants [Br:1][C:2]1[CH:7]=[C:6](/[C:8](=[N:10]/[S:11]([C:13]([CH3:16])([CH3:15])[CH3:14])=[O:12])/[CH3:9])[CH:5]=[CH:4][N:3]=1.CCC(C)[BH-](C(C)CC)C(C)CC.[Li+], predict the reaction product.